From a dataset of NCI-60 drug combinations with 297,098 pairs across 59 cell lines. Regression. Given two drug SMILES strings and cell line genomic features, predict the synergy score measuring deviation from expected non-interaction effect. (1) Drug 1: COC1=CC(=CC(=C1O)OC)C2C3C(COC3=O)C(C4=CC5=C(C=C24)OCO5)OC6C(C(C7C(O6)COC(O7)C8=CC=CS8)O)O. Drug 2: CN1C(=O)N2C=NC(=C2N=N1)C(=O)N. Cell line: SNB-19. Synergy scores: CSS=47.2, Synergy_ZIP=0.691, Synergy_Bliss=2.55, Synergy_Loewe=-50.1, Synergy_HSA=1.12. (2) Drug 1: CC12CCC(CC1=CCC3C2CCC4(C3CC=C4C5=CN=CC=C5)C)O. Drug 2: CC1C(C(=O)NC(C(=O)N2CCCC2C(=O)N(CC(=O)N(C(C(=O)O1)C(C)C)C)C)C(C)C)NC(=O)C3=C4C(=C(C=C3)C)OC5=C(C(=O)C(=C(C5=N4)C(=O)NC6C(OC(=O)C(N(C(=O)CN(C(=O)C7CCCN7C(=O)C(NC6=O)C(C)C)C)C)C(C)C)C)N)C. Cell line: NCI/ADR-RES. Synergy scores: CSS=1.23, Synergy_ZIP=-2.63, Synergy_Bliss=-3.95, Synergy_Loewe=-4.54, Synergy_HSA=-4.80.